This data is from Drug-target binding data from BindingDB using IC50 measurements. The task is: Regression. Given a target protein amino acid sequence and a drug SMILES string, predict the binding affinity score between them. We predict pIC50 (pIC50 = -log10(IC50 in M); higher means more potent). Dataset: bindingdb_ic50. (1) The small molecule is CCNC(=O)/N=c1\sn(CC)c(=O)n1-c1ccccc1. The target is XTSFAESXKPVQQPSAFGS. The pIC50 is 4.1. (2) The small molecule is CC(C)(Nc1ncc(C(=O)NO)cn1)c1ccc(C(F)(F)F)cc1. The target protein (Q13547) has sequence MAQTQGTRRKVCYYYDGDVGNYYYGQGHPMKPHRIRMTHNLLLNYGLYRKMEIYRPHKANAEEMTKYHSDDYIKFLRSIRPDNMSEYSKQMQRFNVGEDCPVFDGLFEFCQLSTGGSVASAVKLNKQQTDIAVNWAGGLHHAKKSEASGFCYVNDIVLAILELLKYHQRVLYIDIDIHHGDGVEEAFYTTDRVMTVSFHKYGEYFPGTGDLRDIGAGKGKYYAVNYPLRDGIDDESYEAIFKPVMSKVMEMFQPSAVVLQCGSDSLSGDRLGCFNLTIKGHAKCVEFVKSFNLPMLMLGGGGYTIRNVARCWTYETAVALDTEIPNELPYNDYFEYFGPDFKLHISPSNMTNQNTNEYLEKIKQRLFENLRMLPHAPGVQMQAIPEDAIPEESGDEDEDDPDKRISICSSDKRIACEEEFSDSEEEGEGGRKNSSNFKKAKRVKTEDEKEKDPEEKKEVTEEEKTKEEKPEAKGVKEEVKLA. The pIC50 is 6.0. (3) The drug is CN1C(=O)CC(c2ncncc2F)N=C1N1CCO[C@@H](c2ccc(F)cc2)C1. The target protein (P29172) has sequence MAEPRQEFDVMEDHAQGDYTLQDQEGDMDPGLKESPLQTPADDGSEEPGSETSDAKSTPTAEDATAPLVDEGAPGEQAAAQAPAEIPEGTAAEEAGIGDTSNLEDQAAGHVTQARMVSKGKDGTGPDDKKTKGADGKPGTKIATPRGAAPPGQKGQANATRIPAKTTPTPKTSPATMQVQKKPPPAGAKSERGESGKSGDRSGYSSPGSPGTPGSRSRTPSLPTPPTREPKKVAVVRTPPKSPSAAKSRLQAAPGPMPDLKNVKSKIGSTENLKHQPGGGKVQIINKKLDLSNVQSKCGSKDNIKHVPGGGSVQIVYKPVDLSKVTSKCGSLGNIHHKPGGGQVEVKSEKLDFKDRVQSKIGSLDNITHVPGGGNKKIETHKLTFRENAKAKTDHGAEIVYKSPVVSGDTSPRHLSNVSSTGSIDMVDSPQLATLADEVSASLAKQGL. The pIC50 is 7.8. (4) The compound is CCCC1CCN(C(=O)/C=C/c2cnc3c(c2)CCC(=O)N3)CC1. The target protein (Q6GI75) has sequence MLNLENKTYVIMGIANKRSIAFGVAKVLDQLGAKLVFTYRKERSRKELEKLLEQLNQPEAHLYQIDVQSDEEVINGFEQIGKDVGNIDGVYHSIAFANMEDLRGRFSETSREGFLLAQDISSYSLTIVAHEAKKLMPEGGSIVATTYLGGEFAVQNYNVMGVAKASLEANVKYLALDLGPDNIRVNAISAGPIRTLSAKGVGGFNTILKEIEERAPLKRNVDQVEVGKTAAYLLSDLSSGVTGENIHVDSGFHAIK. The pIC50 is 7.4. (5) The compound is CN1C(=O)[C@H](CCCCN)NC(=O)[C@H](CCCN)NCc2cccnc2Sc2c(Cl)ccc(C(F)(F)F)c2CNC(=O)[C@@H]1Cc1ccc2ccccc2n1. The target protein (A3M3H0) has sequence MNKVYKVIWNASIGAWVATSEIAKSKTKTKSKTLNLSAAVLSGVICFAPNAFAGTNTEGGIGQGTSISGTTSCREGSANTANQKDIAIGCGAQTQDRTGSNIANRNNPYNNSTGAYAGAMKQGGAISVGTGAVVEKGLGTAIGSYATTQGISGVAIGTGALSSGNTALAVGRQSAATADFSQAIGNVAAATGKGSLAIGHSATAEGYRSIAIGSPDIENADPVAGQAGAAYQPKMATKATGKDSIAFGGGAVATEENALAIGAFSESKGKKSVAIGTGAKAQKDNAVVIGDQAEASFEGGVAIGKGARSEAENSIALGKDSKASQATGESFLTKQSAPTGVLSIGDIGTERRIQNVADGAADSDAATVRQLKAARTHYVSINDNGQPGGNFENDGATGRNAIAVGVNASAAGREAMAIGGNAQAIGSGAIAMGSSSQTVGRGDVAIGRNASTQGAEGVNSNQSVAIGDQTKAIGDQSVAIGADVIAKGNSSVAIGGDDVD.... The pIC50 is 4.8.